Dataset: Peptide-MHC class I binding affinity with 185,985 pairs from IEDB/IMGT. Task: Regression. Given a peptide amino acid sequence and an MHC pseudo amino acid sequence, predict their binding affinity value. This is MHC class I binding data. (1) The peptide sequence is RTFDRFFEE. The MHC is HLA-A02:11 with pseudo-sequence HLA-A02:11. The binding affinity (normalized) is 0.0847. (2) The peptide sequence is ILLTLRMTQL. The MHC is HLA-A02:01 with pseudo-sequence HLA-A02:01. The binding affinity (normalized) is 0.454. (3) The peptide sequence is KTHSFTLGF. The MHC is HLA-A25:01 with pseudo-sequence HLA-A25:01. The binding affinity (normalized) is 0.0847. (4) The peptide sequence is AQFSPQYL. The MHC is HLA-A30:01 with pseudo-sequence HLA-A30:01. The binding affinity (normalized) is 0.372. (5) The peptide sequence is LVSTQEFRY. The binding affinity (normalized) is 0.835. The MHC is HLA-A30:02 with pseudo-sequence HLA-A30:02.